The task is: Regression. Given two drug SMILES strings and cell line genomic features, predict the synergy score measuring deviation from expected non-interaction effect.. This data is from NCI-60 drug combinations with 297,098 pairs across 59 cell lines. (1) Drug 1: CCCS(=O)(=O)NC1=C(C(=C(C=C1)F)C(=O)C2=CNC3=C2C=C(C=N3)C4=CC=C(C=C4)Cl)F. Drug 2: CCCCCOC(=O)NC1=NC(=O)N(C=C1F)C2C(C(C(O2)C)O)O. Cell line: OVCAR-5. Synergy scores: CSS=-10.4, Synergy_ZIP=3.36, Synergy_Bliss=-2.13, Synergy_Loewe=-7.90, Synergy_HSA=-7.88. (2) Drug 1: C(=O)(N)NO. Drug 2: CC(C)NC(=O)C1=CC=C(C=C1)CNNC.Cl. Cell line: NCI/ADR-RES. Synergy scores: CSS=0.908, Synergy_ZIP=0.557, Synergy_Bliss=1.37, Synergy_Loewe=-0.613, Synergy_HSA=-0.326. (3) Drug 1: CC1C(C(CC(O1)OC2CC(CC3=C2C(=C4C(=C3O)C(=O)C5=C(C4=O)C(=CC=C5)OC)O)(C(=O)C)O)N)O.Cl. Drug 2: C1=NC2=C(N1)C(=S)N=C(N2)N. Cell line: RPMI-8226. Synergy scores: CSS=70.3, Synergy_ZIP=-2.37, Synergy_Bliss=-6.25, Synergy_Loewe=-7.89, Synergy_HSA=-4.97.